Binary Classification. Given a miRNA mature sequence and a target amino acid sequence, predict their likelihood of interaction. From a dataset of Experimentally validated miRNA-target interactions with 360,000+ pairs, plus equal number of negative samples. (1) The miRNA is mmu-miR-151-3p with sequence CUAGACUGAGGCUCCUUGAGG. The protein sequence of the target gene is MSPGGKFDFDDGGCYVGGWEAGRAHGYGVCTGPGAQGEYSGCWAHGFESLGVFTGPGGHSYQGHWQQGKREGLGVERKSRWTYRGEWLGGLKGRSGVWESVSGLRYAGLWKDGFQDGYGTETYSDGGTYQGQWQAGKRHGYGVRQSVPYHQAALLRSPRRTSLDSGHSDPPTPPPPLPLPGDEGGSPASGSRGGFVLAGPGDADGASSRKRTPAAGGFFRRSLLLSGLRAGGRRSSLGSKRGSLRSEVSSEVGSTGPPGSEASGPPAAAPPALIEGSATEVYAGEWRADRRSGFGVSQRS.... Result: 0 (no interaction). (2) The miRNA is hsa-miR-4524b-3p with sequence GAGACAGGUUCAUGCUGCUA. The protein sequence of the target gene is MRKRQQSQNEGTQAVSQAPGNQRPNNTCCFCWCCCCSCSCLTVRNEERGDSSGRSPHTTKMESIQVLEECQNPTADEVLSWSQNFDKMMKTPAGRNLFREFLRTEYSEENLLFWLACEDLKKEQNKKAVEEKARMIYEDYISILSPKEVSLDSRVREVINRSLLDPSPHMYEDAQLQIYTLMHRDSFPRFLNSQIYKAFVESTTSCTSES. Result: 0 (no interaction). (3) The miRNA is hsa-miR-6891-3p with sequence CCCUCAUCUUCCCCUCCUUUC. The protein sequence of the target gene is MSSSLRPGPSRWRRAASIVLAAGWSRPETATPPSRPPPAEGFRLLLLQRSPHQGFMPGAHVFSGGVLDAADRSADWLGLFAPHHGPPRFGLGPAPFSRTAFPSLPDTDDHKTDNTGTLPEDVAFRICAVREAFEEAGVLLLRPRTSPPGPAPGPGLALEPPPGLASWRDRVRQDPRHFLRLCAHLDCTPDIWALHNWSAWLTPFLRGTTRRFDTAFFLCCLREPPPVYPDLAEVVGYQWSSPSEATESFLSKEIWLPPPQFYEVRRLANFASLSDLHKFCLGRALEGLERWLPIILLTAD.... Result: 0 (no interaction). (4) The miRNA is hsa-miR-143-5p with sequence GGUGCAGUGCUGCAUCUCUGGU. The protein sequence of the target gene is MAVAAVKWVMSKRTILKHLFPVQNGALYCVCHKSTYSPLPDDYNCNVELALTSDGRTIVCYHPSVDIPYEHTKPIPRPDPVHNNEETHDQVLKTRLEEKVEHLEEGPMIEQLSKMFFTTKHRWYPHGRYHRCRKNLNPPKDR. Result: 0 (no interaction). (5) The miRNA is mmu-miR-449c-5p with sequence AGGCAGUGCAUUGCUAGCUGG. The protein sequence of the target gene is MSRPGTATPALALVLLAVTLAGVGAQGAALEDPDYYGQEIWSREPYYARPEPELETFSPPLPAGPGEEWERRPQEPRPPKRATKPKKAPKREKSAPEPPPPGKHSNKKVMRTKSSEKAANDDHSVRVAREDVRESCPPLGLETLKITDFQLHASTVKRYGLGAHRGRLNIQAGINENDFYDGAWCAGRNDLQQWIEVDARRLTRFTGVITQGRNSLWLSDWVTSYKVMVSNDSHTWVTVKNGSGDMIFEGNSEKEIPVLNELPVPMVARYIRINPQSWFDNGSICMRMEILGCPLPDPNN.... Result: 0 (no interaction).